Regression. Given two drug SMILES strings and cell line genomic features, predict the synergy score measuring deviation from expected non-interaction effect. From a dataset of NCI-60 drug combinations with 297,098 pairs across 59 cell lines. (1) Drug 1: C1=CC(=CC=C1CCCC(=O)O)N(CCCl)CCCl. Drug 2: C1=NC(=NC(=O)N1C2C(C(C(O2)CO)O)O)N. Cell line: NCI-H226. Synergy scores: CSS=19.4, Synergy_ZIP=1.56, Synergy_Bliss=6.80, Synergy_Loewe=3.59, Synergy_HSA=5.29. (2) Drug 1: CNC(=O)C1=NC=CC(=C1)OC2=CC=C(C=C2)NC(=O)NC3=CC(=C(C=C3)Cl)C(F)(F)F. Drug 2: C1=CC=C(C(=C1)C(C2=CC=C(C=C2)Cl)C(Cl)Cl)Cl. Cell line: HOP-62. Synergy scores: CSS=14.0, Synergy_ZIP=8.59, Synergy_Bliss=9.82, Synergy_Loewe=7.24, Synergy_HSA=9.94. (3) Drug 1: CN(C)N=NC1=C(NC=N1)C(=O)N. Drug 2: COCCOC1=C(C=C2C(=C1)C(=NC=N2)NC3=CC=CC(=C3)C#C)OCCOC.Cl. Cell line: MCF7. Synergy scores: CSS=2.57, Synergy_ZIP=-0.506, Synergy_Bliss=-0.393, Synergy_Loewe=-12.7, Synergy_HSA=-0.812. (4) Drug 1: CC1=C2C(C(=O)C3(C(CC4C(C3C(C(C2(C)C)(CC1OC(=O)C(C(C5=CC=CC=C5)NC(=O)C6=CC=CC=C6)O)O)OC(=O)C7=CC=CC=C7)(CO4)OC(=O)C)O)C)OC(=O)C. Drug 2: CN(C(=O)NC(C=O)C(C(C(CO)O)O)O)N=O. Cell line: NCI-H322M. Synergy scores: CSS=20.3, Synergy_ZIP=-8.26, Synergy_Bliss=-0.572, Synergy_Loewe=-36.9, Synergy_HSA=-2.48. (5) Drug 1: COC1=C(C=C2C(=C1)N=CN=C2NC3=CC(=C(C=C3)F)Cl)OCCCN4CCOCC4. Drug 2: COC1=C2C(=CC3=C1OC=C3)C=CC(=O)O2. Cell line: LOX IMVI. Synergy scores: CSS=10.1, Synergy_ZIP=-1.23, Synergy_Bliss=3.49, Synergy_Loewe=-1.81, Synergy_HSA=2.11. (6) Drug 1: C1=NC2=C(N1)C(=S)N=C(N2)N. Drug 2: CC1=C2C(C(=O)C3(C(CC4C(C3C(C(C2(C)C)(CC1OC(=O)C(C(C5=CC=CC=C5)NC(=O)OC(C)(C)C)O)O)OC(=O)C6=CC=CC=C6)(CO4)OC(=O)C)O)C)O. Cell line: NCI-H226. Synergy scores: CSS=20.3, Synergy_ZIP=-13.2, Synergy_Bliss=-6.19, Synergy_Loewe=-11.1, Synergy_HSA=-3.84. (7) Drug 1: CC1=CC=C(C=C1)C2=CC(=NN2C3=CC=C(C=C3)S(=O)(=O)N)C(F)(F)F. Drug 2: CC1=C2C(C(=O)C3(C(CC4C(C3C(C(C2(C)C)(CC1OC(=O)C(C(C5=CC=CC=C5)NC(=O)OC(C)(C)C)O)O)OC(=O)C6=CC=CC=C6)(CO4)OC(=O)C)O)C)O. Cell line: UACC-257. Synergy scores: CSS=7.58, Synergy_ZIP=5.18, Synergy_Bliss=7.39, Synergy_Loewe=0.291, Synergy_HSA=1.74.